The task is: Predict the reaction yield, written as a fraction of the theoretical maximum amount of product (1.0 means a 100% yield; for example, 0.34 means a 34% yield).. This data is from Reaction yield outcomes from USPTO patents with 853,638 reactions. (1) The reactants are [CH3:1][N:2]1[C:6]([C:7]2[CH:8]=[C:9]3[C:14](=[CH:15][CH:16]=2)[N:13]=[CH:12][CH:11]=[CH:10]3)=[N:5][N:4]=[C:3]1[SH:17].Br[CH2:19][CH2:20][CH2:21][CH:22]1[O:27][CH2:26][C:25]([CH3:29])([CH3:28])[CH2:24][O:23]1.[OH-].[Li+]. The catalyst is CN(C)C=O. The product is [CH3:28][C:25]1([CH3:29])[CH2:24][O:23][CH:22]([CH2:21][CH2:20][CH2:19][S:17][C:3]2[N:2]([CH3:1])[C:6]([C:7]3[CH:8]=[C:9]4[C:14](=[CH:15][CH:16]=3)[N:13]=[CH:12][CH:11]=[CH:10]4)=[N:5][N:4]=2)[O:27][CH2:26]1. The yield is 0.650. (2) The reactants are Cl[C:2]1[N:3]=[C:4]([C:10]2[CH:11]=[N:12][CH:13]=[CH:14][CH:15]=2)[S:5][C:6]=1[N+:7]([O-:9])=[O:8].[CH3:16][S-:17].[Na+]. The catalyst is O1CCOCC1.C(OCC)(=O)C. The product is [CH3:16][S:17][C:2]1[N:3]=[C:4]([C:10]2[CH:11]=[N:12][CH:13]=[CH:14][CH:15]=2)[S:5][C:6]=1[N+:7]([O-:9])=[O:8]. The yield is 0.680. (3) The reactants are [F:1][C:2]1[CH:7]=[CH:6][CH:5]=[CH:4][C:3]=1[NH:8][C:9]1[O:13][C:12]([C:14]([NH:16][CH:17]2[CH2:22][CH2:21][NH:20][CH2:19][CH2:18]2)=[O:15])=[N:11][N:10]=1.Cl[C:24]1[CH:33]=[CH:32][C:27]([C:28]([O:30][CH3:31])=[O:29])=[CH:26][N:25]=1. The catalyst is CN(C=O)C. The product is [F:1][C:2]1[CH:7]=[CH:6][CH:5]=[CH:4][C:3]=1[NH:8][C:9]1[O:13][C:12]([C:14]([NH:16][CH:17]2[CH2:18][CH2:19][N:20]([C:24]3[CH:33]=[CH:32][C:27]([C:28]([O:30][CH3:31])=[O:29])=[CH:26][N:25]=3)[CH2:21][CH2:22]2)=[O:15])=[N:11][N:10]=1. The yield is 0.120. (4) The reactants are [Cl:1][C:2]1[N:7]=[C:6]([NH:8]C(=O)C(C)(C)C)[CH:5]=[CH:4][C:3]=1[CH3:15].C([O-])(O)=O.[Na+]. The catalyst is Cl. The product is [Cl:1][C:2]1[N:7]=[C:6]([NH2:8])[CH:5]=[CH:4][C:3]=1[CH3:15]. The yield is 0.360. (5) The reactants are [Cl:1][C:2]1[N:3]=[CH:4][C:5]2[CH:10]=[CH:9][NH:8][C:6]=2[N:7]=1.Br[CH2:12][C:13]1[CH:18]=[CH:17][C:16]([Cl:19])=[CH:15][C:14]=1[Cl:20]. No catalyst specified. The product is [Cl:1][C:2]1[N:3]=[CH:4][C:5]2[CH:10]=[CH:9][N:8]([CH2:12][C:13]3[CH:18]=[CH:17][C:16]([Cl:19])=[CH:15][C:14]=3[Cl:20])[C:6]=2[N:7]=1. The yield is 0.610. (6) The reactants are CO[C:3](=[O:24])[C:4]1[CH:9]=[CH:8][C:7]([O:10][CH2:11][C:12]2[C:13]([C:18]3[CH:23]=[CH:22][CH:21]=[CH:20][N:19]=3)=[N:14][O:15][C:16]=2[CH3:17])=[N:6][CH:5]=1.COC(=O)C1C=CC(OC[C:36]2[C:37]([C:42]3[CH:47]=CC=CC=3F)=[N:38][O:39][C:40]=2C)=NC=1.NC1CCOCC1. No catalyst specified. The product is [CH3:17][C:16]1[O:15][N:14]=[C:13]([C:18]2[CH:23]=[CH:22][CH:21]=[CH:20][N:19]=2)[C:12]=1[CH2:11][O:10][C:7]1[CH:8]=[CH:9][C:4]([C:3]([NH:38][CH:37]2[CH2:42][CH2:47][O:39][CH2:40][CH2:36]2)=[O:24])=[CH:5][N:6]=1. The yield is 0.790. (7) The reactants are [H-].[Na+].[O:3]1[C:7]2([CH2:12][CH2:11][C:10](=O)[CH2:9][CH2:8]2)[O:6][CH2:5][CH2:4]1. The catalyst is C1COCC1. The product is [O:3]1[C:7]2([CH2:12][CH2:11][C:10](=[CH:8][C:7]([O:3][CH2:4][CH3:5])=[O:6])[CH2:9][CH2:8]2)[O:6][CH2:5][CH2:4]1. The yield is 1.00.